Regression. Given a peptide amino acid sequence and an MHC pseudo amino acid sequence, predict their binding affinity value. This is MHC class II binding data. From a dataset of Peptide-MHC class II binding affinity with 134,281 pairs from IEDB. The peptide sequence is EKKYFHATQFEPLAA. The MHC is HLA-DPA10103-DPB10601 with pseudo-sequence HLA-DPA10103-DPB10601. The binding affinity (normalized) is 1.00.